Dataset: Forward reaction prediction with 1.9M reactions from USPTO patents (1976-2016). Task: Predict the product of the given reaction. (1) Given the reactants [CH:1]1([CH2:4][NH:5][C:6]2[N:11]=[N:10][CH:9]=[C:8]3[O:12][CH2:13][CH2:14][O:15][C:7]=23)[CH2:3][CH2:2]1.[Cl:16]N1C(=O)CCC1=O, predict the reaction product. The product is: [Cl:16][C:9]1[N:10]=[N:11][C:6]([NH:5][CH2:4][CH:1]2[CH2:2][CH2:3]2)=[C:7]2[O:15][CH2:14][CH2:13][O:12][C:8]=12. (2) Given the reactants [OH:1][C:2]1[C:7]([C:8](=[O:10])[CH3:9])=[C:6]([O:11][CH2:12][C:13]([O:15]C)=[O:14])[CH:5]=[CH:4][CH:3]=1.[C:17]([NH:20][C:21]1[CH:28]=[CH:27][C:24]([CH:25]=O)=[CH:23][CH:22]=1)(=[O:19])[CH3:18].[OH-].[K+].Cl, predict the reaction product. The product is: [C:17]([NH:20][C:21]1[CH:28]=[CH:27][C:24]([CH:25]=[CH:9][C:8]([C:7]2[C:2]([OH:1])=[CH:3][CH:4]=[CH:5][C:6]=2[O:11][CH2:12][C:13]([OH:15])=[O:14])=[O:10])=[CH:23][CH:22]=1)(=[O:19])[CH3:18]. (3) Given the reactants [C:1]([O:5][C:6]([N:8]1[CH2:13][CH2:12][CH:11]([O:14][C:15]2[CH:24]=[CH:23][CH:22]=[C:21]3[C:16]=2[C:17](=O)[NH:18][CH:19]=[N:20]3)[CH2:10][CH2:9]1)=[O:7])([CH3:4])([CH3:3])[CH3:2].C1(P(C2C=CC=CC=2)C2C=CC=CC=2)C=CC=CC=1.C(Cl)(Cl)(Cl)[Cl:46], predict the reaction product. The product is: [C:1]([O:5][C:6]([N:8]1[CH2:13][CH2:12][CH:11]([O:14][C:15]2[CH:24]=[CH:23][CH:22]=[C:21]3[C:16]=2[C:17]([Cl:46])=[N:18][CH:19]=[N:20]3)[CH2:10][CH2:9]1)=[O:7])([CH3:4])([CH3:3])[CH3:2]. (4) Given the reactants [Sc:1].[Zr:2].[N+:3]([O-:6])([OH:5])=[O:4], predict the reaction product. The product is: [N+:3]([O-:6])([O-:5])=[O:4].[Sc+3:1].[N+:3]([O-:6])([O-:5])=[O:4].[N+:3]([O-:6])([O-:5])=[O:4].[N+:3]([O-:6])([O-:5])=[O:4].[Zr+4:2].[N+:3]([O-:6])([O-:5])=[O:4].[N+:3]([O-:6])([O-:5])=[O:4].[N+:3]([O-:6])([O-:5])=[O:4]. (5) Given the reactants [Cl:1][C:2]1[CH:29]=[CH:28][C:5]2[N:6]([CH:23]3[CH2:27][CH2:26][NH:25][CH2:24]3)[C:7]([CH2:9][N:10]3[C:14]4=[CH:15][N:16]=[CH:17][CH:18]=[C:13]4[C:12]([S:19]([CH3:22])(=[O:21])=[O:20])=[N:11]3)=[N:8][C:4]=2[CH:3]=1.[C:30]([O:34][C:35]([NH:37][CH2:38][C:39](O)=[O:40])=[O:36])([CH3:33])([CH3:32])[CH3:31].C(OC(=O)C)(=O)C, predict the reaction product. The product is: [C:30]([O:34][C:35](=[O:36])[NH:37][CH2:38][C:39]([N:25]1[CH2:26][CH2:27][CH:23]([N:6]2[C:5]3[CH:28]=[CH:29][C:2]([Cl:1])=[CH:3][C:4]=3[N:8]=[C:7]2[CH2:9][N:10]2[C:14]3=[CH:15][N:16]=[CH:17][CH:18]=[C:13]3[C:12]([S:19]([CH3:22])(=[O:20])=[O:21])=[N:11]2)[CH2:24]1)=[O:40])([CH3:33])([CH3:31])[CH3:32]. (6) Given the reactants [CH3:1][C@@H:2]1[N:7]2[C:8]3[C:17]4[C:12](=[CH:13][CH:14]=[CH:15][CH:16]=4)[N:11]=[C:10]([NH2:18])[C:9]=3[N:19]=[C:6]2[CH2:5][O:4][CH2:3]1.C(Cl)(Cl)Cl, predict the reaction product. The product is: [CH3:1][C@@H:2]1[N:7]2[C:8]3[C:17]4[CH2:16][CH2:15][CH2:14][CH2:13][C:12]=4[N:11]=[C:10]([NH2:18])[C:9]=3[N:19]=[C:6]2[CH2:5][O:4][CH2:3]1. (7) Given the reactants Cl[C:2]1[CH:3]=[CH:4][CH:5]=[C:6]2[C:11]=1[N:10]=[CH:9][C:8]([O:12][C:13]1[CH:18]=[CH:17][CH:16]=[CH:15][CH:14]=1)=[CH:7]2.[N:19]1([C:25]([O:27][C:28]([CH3:31])([CH3:30])[CH3:29])=[O:26])[CH2:24][CH2:23][NH:22][CH2:21][CH2:20]1.C1(P(C2CCCCC2)C2C=CC=CC=2C2C=CC=CC=2N(C)C)CCCCC1.CC(C)([O-])C.[Na+], predict the reaction product. The product is: [C:13]1([O:12][C:8]2[CH:9]=[N:10][C:11]3[C:6]([CH:7]=2)=[CH:5][CH:4]=[CH:3][C:2]=3[N:22]2[CH2:21][CH2:20][N:19]([C:25]([O:27][C:28]([CH3:31])([CH3:30])[CH3:29])=[O:26])[CH2:24][CH2:23]2)[CH:18]=[CH:17][CH:16]=[CH:15][CH:14]=1. (8) Given the reactants C(OC([NH:8][C:9]1[CH:10]=[CH:11][C:12]([O:15][C:16]2[CH:17]=[C:18]([CH3:30])[C:19]3[CH:23]([CH2:24][C:25]([OH:27])=[O:26])[O:22][B:21]([OH:28])[C:20]=3[CH:29]=2)=[N:13][CH:14]=1)=O)(C)(C)C.Cl.O1CCOCC1, predict the reaction product. The product is: [NH2:8][C:9]1[CH:10]=[CH:11][C:12]([O:15][C:16]2[CH:17]=[C:18]([CH3:30])[C:19]3[CH:23]([CH2:24][C:25]([OH:27])=[O:26])[O:22][B:21]([OH:28])[C:20]=3[CH:29]=2)=[N:13][CH:14]=1.